Dataset: Catalyst prediction with 721,799 reactions and 888 catalyst types from USPTO. Task: Predict which catalyst facilitates the given reaction. (1) Reactant: [C:1]([O:5][C:6]([N:8]1[CH2:12][C@@H:11]([CH:13]=O)[C@H:10]([CH2:15][C:16]2[CH:21]=[CH:20][CH:19]=[CH:18][CH:17]=2)[CH2:9]1)=[O:7])([CH3:4])([CH3:3])[CH3:2].[CH3:22][NH2:23].C(O[BH-](OC(=O)C)OC(=O)C)(=O)C.[Na+]. Product: [C:1]([O:5][C:6]([N:8]1[CH2:12][C@@H:11]([CH2:13][NH:23][CH3:22])[C@H:10]([CH2:15][C:16]2[CH:21]=[CH:20][CH:19]=[CH:18][CH:17]=2)[CH2:9]1)=[O:7])([CH3:4])([CH3:3])[CH3:2]. The catalyst class is: 26. (2) Reactant: [O:1]=[C:2]1[CH2:10][C:9]2[C:4](=[CH:5][C:6]([C:11]([C:13]3[CH:14]=[C:15]([NH:19][C:20]([C:22]4[N:23]([CH3:28])[N:24]=[CH:25][C:26]=4[Cl:27])=[O:21])[CH:16]=[CH:17][CH:18]=3)=[O:12])=[CH:7][CH:8]=2)[NH:3]1.[CH:29](OCC)=[O:30].[O-]CC.[Na+].Cl. Product: [OH:30][CH:29]=[C:10]1[C:9]2[C:4](=[CH:5][C:6]([C:11]([C:13]3[CH:14]=[C:15]([NH:19][C:20]([C:22]4[N:23]([CH3:28])[N:24]=[CH:25][C:26]=4[Cl:27])=[O:21])[CH:16]=[CH:17][CH:18]=3)=[O:12])=[CH:7][CH:8]=2)[NH:3][C:2]1=[O:1]. The catalyst class is: 8. (3) Reactant: [NH:1]1[CH:5]=[C:4]([C:6]2[CH:21]=[CH:20][CH:19]=[CH:18][C:7]=2[O:8][CH2:9][C:10]([CH:12]2[CH2:17][CH2:16][CH2:15][CH2:14][CH2:13]2)=[O:11])[N:3]=[CH:2]1.[BH4-].[Na+]. Product: [NH:1]1[CH:5]=[C:4]([C:6]2[CH:21]=[CH:20][CH:19]=[CH:18][C:7]=2[O:8][CH2:9][CH:10]([CH:12]2[CH2:17][CH2:16][CH2:15][CH2:14][CH2:13]2)[OH:11])[N:3]=[CH:2]1. The catalyst class is: 5.